This data is from Reaction yield outcomes from USPTO patents with 853,638 reactions. The task is: Predict the reaction yield, written as a fraction of the theoretical maximum amount of product (1.0 means a 100% yield; for example, 0.34 means a 34% yield). (1) The reactants are [CH3:1][O:2][CH2:3][O:4][CH2:5][C:6]1[C:7]([S:14]([NH2:17])(=[O:16])=[O:15])=[C:8]([N+:11]([O-])=O)[S:9][CH:10]=1. The catalyst is C(O)(=O)C.[Fe]. The product is [NH2:11][C:8]1[S:9][CH:10]=[C:6]([CH2:5][O:4][CH2:3][O:2][CH3:1])[C:7]=1[S:14]([NH2:17])(=[O:15])=[O:16]. The yield is 0.620. (2) The reactants are [CH3:1][O:2][C:3]1[CH:4]=[C:5]2[C:9](=[CH:10][CH:11]=1)[C:8](=O)[CH:7]([C:13]([O:15][CH3:16])=[O:14])[CH2:6]2. The catalyst is C(O)(=O)C.Cl(O)(=O)(=O)=O. The product is [CH3:1][O:2][C:3]1[CH:4]=[C:5]2[C:9](=[CH:10][CH:11]=1)[CH2:8][CH:7]([C:13]([O:15][CH3:16])=[O:14])[CH2:6]2. The yield is 0.460. (3) The reactants are [Cl-].[OH:2][CH2:3][CH2:4][N+:5]1([CH3:10])[CH2:9][CH2:8][CH2:7][CH2:6]1.C(N(C(C)C)CC)(C)C.[CH3:20][S:21]([Cl:24])(=[O:23])=[O:22].[Cl-].C[N+]1(CCOS(OC)(=O)=O)CCCC1. The catalyst is ClCCl. The product is [Cl-:24].[CH3:10][N+:5]1([CH2:4][CH2:3][O:2][S:21]([CH3:20])(=[O:23])=[O:22])[CH2:9][CH2:8][CH2:7][CH2:6]1. The yield is 0.660. (4) The product is [N:1]1([C:13]2[CH:22]=[CH:21][C:16]([C:17]([O:19][CH3:20])=[O:18])=[CH:15][CH:14]=2)[C:5]2[CH:6]=[CH:7][CH:8]=[CH:9][C:4]=2[N:3]=[CH:2]1. The yield is 0.760. The catalyst is CN(C=O)C.O. The reactants are [NH:1]1[C:5]2[CH:6]=[CH:7][CH:8]=[CH:9][C:4]=2[N:3]=[CH:2]1.[H-].[Na+].F[C:13]1[CH:22]=[CH:21][C:16]([C:17]([O:19][CH3:20])=[O:18])=[CH:15][CH:14]=1. (5) The reactants are [F:1][C:2]1([F:46])[CH2:7][CH2:6][CH:5]([C:8]2[C:17]3[CH:16]([OH:18])[CH2:15][C:14]([CH3:20])([CH3:19])[CH2:13][C:12]=3[N:11]=[C:10]([CH:21]3[CH2:26][CH2:25][N:24]([C:27]4[N:32]=[CH:31][C:30]([OH:33])=[CH:29][N:28]=4)[CH2:23][CH2:22]3)[C:9]=2[CH:34]([F:45])[C:35]2[CH:40]=[CH:39][C:38]([C:41]([F:44])([F:43])[F:42])=[CH:37][CH:36]=2)[CH2:4][CH2:3]1.C(=O)([O-])[O-].[Cs+].[Cs+].[CH2:53](I)[CH3:54].O. The catalyst is CN(C)C=O. The product is [F:46][C:2]1([F:1])[CH2:3][CH2:4][CH:5]([C:8]2[C:17]3[CH:16]([OH:18])[CH2:15][C:14]([CH3:19])([CH3:20])[CH2:13][C:12]=3[N:11]=[C:10]([CH:21]3[CH2:22][CH2:23][N:24]([C:27]4[N:32]=[CH:31][C:30]([O:33][CH2:53][CH3:54])=[CH:29][N:28]=4)[CH2:25][CH2:26]3)[C:9]=2[CH:34]([F:45])[C:35]2[CH:36]=[CH:37][C:38]([C:41]([F:43])([F:42])[F:44])=[CH:39][CH:40]=2)[CH2:6][CH2:7]1. The yield is 0.850.